From a dataset of Full USPTO retrosynthesis dataset with 1.9M reactions from patents (1976-2016). Predict the reactants needed to synthesize the given product. (1) Given the product [F:5][C:6]1[C:25]([F:26])=[CH:24][CH:23]=[CH:22][C:7]=1[CH2:8][N:9]1[C:13]2=[N:14][C:15]([CH3:18])=[CH:16][CH:17]=[C:12]2[C:11]([C:19](=[NH:20])[NH:21][NH2:29])=[N:10]1, predict the reactants needed to synthesize it. The reactants are: C(O)(=O)C.[F:5][C:6]1[C:25]([F:26])=[CH:24][CH:23]=[CH:22][C:7]=1[CH2:8][N:9]1[C:13]2=[N:14][C:15]([CH3:18])=[CH:16][CH:17]=[C:12]2[C:11]([C:19](=[NH:21])[NH2:20])=[N:10]1.C([N:29](CC)CC)C.O.NN.[Cl-].[Na+]. (2) Given the product [Cl:14][C:15]1[N:20]=[CH:19][C:18]([NH:21][C:22](=[O:28])[O:23][C:24]([CH3:25])([CH3:27])[CH3:26])=[C:17]([C:29]2([OH:35])[CH2:34][CH2:33][CH2:32][CH2:31][CH2:30]2)[CH:16]=1, predict the reactants needed to synthesize it. The reactants are: [Li]CCCC.CN(CCN(C)C)C.[Cl:14][C:15]1[N:20]=[CH:19][C:18]([NH:21][C:22](=[O:28])[O:23][C:24]([CH3:27])([CH3:26])[CH3:25])=[CH:17][CH:16]=1.[C:29]1(=[O:35])[CH2:34][CH2:33][CH2:32][CH2:31][CH2:30]1. (3) Given the product [F:27][C:22]1[CH:21]=[C:20]([CH:18]2[CH2:19][CH:17]2[C:15]([OH:16])=[O:14])[CH:25]=[CH:24][C:23]=1[O:26][CH2:2][C:3]1[CH:8]=[CH:7][CH:6]=[C:5]([S:9][CH:10]([CH3:12])[CH3:11])[N:4]=1, predict the reactants needed to synthesize it. The reactants are: Cl[CH2:2][C:3]1[CH:8]=[CH:7][CH:6]=[C:5]([S:9][CH:10]([CH3:12])[CH3:11])[N:4]=1.C[O:14][C:15]([CH:17]1[CH2:19][CH:18]1[C:20]1[CH:25]=[CH:24][C:23]([OH:26])=[C:22]([F:27])[CH:21]=1)=[O:16]. (4) Given the product [O:51]=[C:45]1[CH:44]([N:38]2[CH2:37][C:36]3[C:40](=[CH:41][CH:42]=[C:34]([CH2:33][NH:32][C:12](=[O:14])[CH2:11][C:7]4[CH:6]=[C:5]5[C:10](=[CH:9][CH:8]=4)[N:1]=[CH:2][CH:3]=[CH:4]5)[CH:35]=3)[C:39]2=[O:43])[CH2:49][CH2:48][C:47](=[O:50])[NH:46]1, predict the reactants needed to synthesize it. The reactants are: [N:1]1[C:10]2[C:5](=[CH:6][C:7]([CH2:11][C:12]([OH:14])=O)=[CH:8][CH:9]=2)[CH:4]=[CH:3][CH:2]=1.C1N=CN(C(N2C=NC=C2)=O)C=1.CS(O)(=O)=O.[NH2:32][CH2:33][C:34]1[CH:35]=[C:36]2[C:40](=[CH:41][CH:42]=1)[C:39](=[O:43])[N:38]([CH:44]1[CH2:49][CH2:48][C:47](=[O:50])[NH:46][C:45]1=[O:51])[CH2:37]2.O. (5) The reactants are: [F:1][C:2]1[CH:8]=[C:7]([I:9])[CH:6]=[CH:5][C:3]=1[NH2:4].Cl.[N:11]([O-])=O.[Na+].[CH2:15]([O:22][CH2:23][C:24](=[O:29])[CH2:25][C:26](=[O:28])[CH3:27])[C:16]1[CH:21]=[CH:20][CH:19]=[CH:18][CH:17]=1.C([O-])(=O)C.[Na+]. Given the product [CH2:15]([O:22][CH2:23][C:24](=[O:29])[C:25](=[N:11][NH:4][C:3]1[CH:5]=[CH:6][C:7]([I:9])=[CH:8][C:2]=1[F:1])[C:26](=[O:28])[CH3:27])[C:16]1[CH:21]=[CH:20][CH:19]=[CH:18][CH:17]=1, predict the reactants needed to synthesize it. (6) Given the product [CH2:38]([NH:45][C:3]([C:5]1[N:14]2[C:8]([CH2:9][N:10]([C:19]([C:21]3[CH:26]=[CH:25][C:24]([C:27]4[CH:32]=[CH:31][CH:30]=[CH:29][C:28]=4[CH3:33])=[C:23]([O:34][CH3:35])[CH:22]=3)=[O:20])[C:11]3[CH:18]=[CH:17][CH:16]=[CH:15][C:12]=3[CH2:13]2)=[CH:7][CH:6]=1)=[O:4])[C:39]1[CH:44]=[CH:43][CH:42]=[CH:41][CH:40]=1, predict the reactants needed to synthesize it. The reactants are: ClC(Cl)(Cl)[C:3]([C:5]1[N:14]2[C:8]([CH2:9][N:10]([C:19]([C:21]3[CH:26]=[CH:25][C:24]([C:27]4[CH:32]=[CH:31][CH:30]=[CH:29][C:28]=4[CH3:33])=[C:23]([O:34][CH3:35])[CH:22]=3)=[O:20])[C:11]3[CH:18]=[CH:17][CH:16]=[CH:15][C:12]=3[CH2:13]2)=[CH:7][CH:6]=1)=[O:4].[CH2:38]([NH2:45])[C:39]1[CH:44]=[CH:43][CH:42]=[CH:41][CH:40]=1. (7) The reactants are: [C:1]1([C:7]2[CH:8]=[C:9]([OH:13])[CH:10]=[CH:11][CH:12]=2)[CH:6]=[CH:5][CH:4]=[CH:3][CH:2]=1.[CH3:14][N:15]([C:19]1[CH:24]=[CH:23][CH:22]=[CH:21][CH:20]=1)[C:16](Cl)=[O:17]. Given the product [C:7]1([C:1]2[CH:2]=[CH:3][CH:4]=[CH:5][CH:6]=2)[CH:12]=[CH:11][CH:10]=[C:9]([O:13][C:16](=[O:17])[N:15]([CH3:14])[C:19]2[CH:24]=[CH:23][CH:22]=[CH:21][CH:20]=2)[CH:8]=1, predict the reactants needed to synthesize it. (8) Given the product [CH3:20][O:19][C:17](=[O:18])[C:5]1[CH:6]=[CH:7][C:2]([NH:1][CH2:16][C:17]([O:19][CH2:20][CH3:21])=[O:18])=[CH:3][CH:4]=1, predict the reactants needed to synthesize it. The reactants are: [NH2:1][C:2]1[CH:7]=[CH:6][CH:5]=[CH:4][CH:3]=1.C(N(CC)CC)C.Br[CH2:16][C:17]([O:19][CH2:20][CH3:21])=[O:18].[Br-].